This data is from Forward reaction prediction with 1.9M reactions from USPTO patents (1976-2016). The task is: Predict the product of the given reaction. Given the reactants [F:1][C:2]([F:23])([F:22])[O:3][C:4]1[CH:21]=[CH:20][C:7]([O:8][C:9]2[CH:15]=[CH:14][C:12]([NH2:13])=[CH:11][C:10]=2[C:16]([F:19])([F:18])[F:17])=[CH:6][CH:5]=1.[CH3:24][CH:25]([C:31]([CH3:33])=O)[C:26](OCC)=[O:27].C1(C)C=CC(S(O)(=O)=O)=CC=1, predict the reaction product. The product is: [CH3:33][C:31]1[C:25]([CH3:24])=[C:26]([OH:27])[C:14]2[C:12](=[CH:11][C:10]([C:16]([F:17])([F:18])[F:19])=[C:9]([O:8][C:7]3[CH:20]=[CH:21][C:4]([O:3][C:2]([F:22])([F:23])[F:1])=[CH:5][CH:6]=3)[CH:15]=2)[N:13]=1.